From a dataset of Forward reaction prediction with 1.9M reactions from USPTO patents (1976-2016). Predict the product of the given reaction. Given the reactants C(OC([N:8]1[CH2:13][CH2:12][CH:11]([NH:14][C:15]2[N:20]=[CH:19][C:18]([O:21][S:22]([CH3:25])(=[O:24])=[O:23])=[CH:17][N:16]=2)[CH2:10][CH2:9]1)=O)(C)(C)C.Cl.O1CCOCC1.C(=O)([O-])[O-].[K+].[K+], predict the reaction product. The product is: [NH:8]1[CH2:9][CH2:10][CH:11]([NH:14][C:15]2[N:16]=[CH:17][C:18]([O:21][S:22]([CH3:25])(=[O:23])=[O:24])=[CH:19][N:20]=2)[CH2:12][CH2:13]1.